From a dataset of Catalyst prediction with 721,799 reactions and 888 catalyst types from USPTO. Predict which catalyst facilitates the given reaction. (1) Reactant: [Cl:1][C:2]1[CH:3]=[CH:4][C:5]2[N:6]([CH:8]=[C:9]([NH:11][C:12]([C:14]3[CH:19]=[CH:18][C:17]([C:20]([CH3:28])([CH3:27])[CH2:21][C:22]([O:24]CC)=[O:23])=[CH:16][CH:15]=3)=[O:13])[N:10]=2)[CH:7]=1.CO.[OH-].[Li+]. Product: [Cl:1][C:2]1[CH:3]=[CH:4][C:5]2[N:6]([CH:8]=[C:9]([NH:11][C:12]([C:14]3[CH:19]=[CH:18][C:17]([C:20]([CH3:28])([CH3:27])[CH2:21][C:22]([OH:24])=[O:23])=[CH:16][CH:15]=3)=[O:13])[N:10]=2)[CH:7]=1. The catalyst class is: 1. (2) Reactant: [OH:1][C:2]1[CH:3]=[C:4]([CH:9]=[C:10]([N+:13]([O-:15])=[O:14])[C:11]=1[CH3:12])[C:5]([O:7][CH3:8])=[O:6].[C:16]([O-])([O-])=O.[K+].[K+].CI. Product: [CH3:16][O:1][C:2]1[CH:3]=[C:4]([CH:9]=[C:10]([N+:13]([O-:15])=[O:14])[C:11]=1[CH3:12])[C:5]([O:7][CH3:8])=[O:6]. The catalyst class is: 21.